Task: Regression. Given a peptide amino acid sequence and an MHC pseudo amino acid sequence, predict their binding affinity value. This is MHC class II binding data.. Dataset: Peptide-MHC class II binding affinity with 134,281 pairs from IEDB (1) The peptide sequence is KYMVIQGEPGAVIRG. The MHC is HLA-DPA10201-DPB10501 with pseudo-sequence HLA-DPA10201-DPB10501. The binding affinity (normalized) is 0.211. (2) The binding affinity (normalized) is 1.00. The peptide sequence is YILLKKILSSRFNQM. The MHC is DRB1_1302 with pseudo-sequence DRB1_1302. (3) The peptide sequence is GELQIVDKNDAAFKI. The MHC is DRB1_1302 with pseudo-sequence DRB1_1302. The binding affinity (normalized) is 0.726. (4) The peptide sequence is SSLIKSTLQVKRKEG. The MHC is DRB1_0101 with pseudo-sequence DRB1_0101. The binding affinity (normalized) is 0.467. (5) The peptide sequence is GLVPKLDAAYSVAYK. The MHC is DRB1_1101 with pseudo-sequence DRB1_1101. The binding affinity (normalized) is 0.411. (6) The peptide sequence is VRSGGHDYEGLSYRS. The MHC is DRB5_0101 with pseudo-sequence DRB5_0101. The binding affinity (normalized) is 0.368.